Dataset: Reaction yield outcomes from USPTO patents with 853,638 reactions. Task: Predict the reaction yield, written as a fraction of the theoretical maximum amount of product (1.0 means a 100% yield; for example, 0.34 means a 34% yield). (1) The reactants are [C:1]([O:5][C:6](=[O:39])[N:7]([CH:9]([C:11](=[O:38])[NH:12][CH:13]([C:18]([N:20]1[CH2:24][CH2:23][CH:22]2[NH:25][CH2:26][CH:27]([CH2:28][O:29][C:30]3[CH:35]=[CH:34][C:33]([F:36])=[C:32]([F:37])[CH:31]=3)[CH:21]12)=[O:19])[C:14]([CH3:17])([CH3:16])[CH3:15])[CH3:10])[CH3:8])([CH3:4])([CH3:3])[CH3:2].CCN(C(C)C)C(C)C.[CH3:49][S:50](Cl)(=[O:52])=[O:51]. The catalyst is C(Cl)Cl.CN(C1C=CN=CC=1)C. The product is [C:1]([O:5][C:6](=[O:39])[N:7]([CH:9]([C:11](=[O:38])[NH:12][CH:13]([C:18]([N:20]1[CH2:24][CH2:23][CH:22]2[N:25]([S:50]([CH3:49])(=[O:52])=[O:51])[CH2:26][CH:27]([CH2:28][O:29][C:30]3[CH:35]=[CH:34][C:33]([F:36])=[C:32]([F:37])[CH:31]=3)[CH:21]12)=[O:19])[C:14]([CH3:16])([CH3:17])[CH3:15])[CH3:10])[CH3:8])([CH3:2])([CH3:3])[CH3:4]. The yield is 1.00. (2) The reactants are [Cl:1][C:2]1[CH:7]=[CH:6][C:5]([C:8]2[CH:16]=[CH:15][CH:14]=[C:13]3[C:9]=2[CH2:10][C:11](=[O:17])[NH:12]3)=[CH:4][CH:3]=1.[CH3:18][C:19]1[CH:23]=[C:22]([CH3:24])[NH:21][C:20]=1[CH:25]=O. The catalyst is C(O)C.N1CCCCC1. The product is [CH3:18][C:19]1[CH:23]=[C:22]([CH3:24])[NH:21][C:20]=1[CH:25]=[C:10]1[C:9]2[C:13](=[CH:14][CH:15]=[CH:16][C:8]=2[C:5]2[CH:4]=[CH:3][C:2]([Cl:1])=[CH:7][CH:6]=2)[NH:12][C:11]1=[O:17]. The yield is 0.410. (3) The reactants are [NH2:1][C:2]1([C:7]([OH:9])=[O:8])[CH2:6][CH2:5][O:4][CH2:3]1.CC1C=CC(S(O)(=O)=O)=CC=1.O.O.[C:23]1([CH2:29][CH2:30]O)[CH:28]=[CH:27][CH:26]=[CH:25][CH:24]=1. The product is [CH2:30]([O:8][C:7]([C:2]1([NH2:1])[CH2:6][CH2:5][O:4][CH2:3]1)=[O:9])[CH2:29][C:23]1[CH:28]=[CH:27][CH:26]=[CH:25][CH:24]=1. The yield is 0.920. The catalyst is C1(C)C=CC=CC=1. (4) The reactants are C[O:2][C:3](=[O:36])[CH:4]([CH2:24][CH:25]=[CH:26][CH2:27][P:28]([O:33]CC)([O:30][CH2:31][CH3:32])=[O:29])[CH2:5][C:6]([CH3:23])=[CH:7][CH2:8][C:9]1[C:10]([OH:22])=[C:11]2[C:15](=[C:16]([CH3:20])[C:17]=1[O:18][CH3:19])[CH2:14][O:13][C:12]2=[O:21].[OH-].[Li+]. The catalyst is CO.O. The product is [CH2:31]([O:30][P:28]([CH2:27][CH:26]=[CH:25][CH2:24][CH:4]([CH2:5][C:6]([CH3:23])=[CH:7][CH2:8][C:9]1[C:10]([OH:22])=[C:11]2[C:15](=[C:16]([CH3:20])[C:17]=1[O:18][CH3:19])[CH2:14][O:13][C:12]2=[O:21])[C:3]([OH:36])=[O:2])([OH:33])=[O:29])[CH3:32]. The yield is 0.890. (5) The reactants are [OH:1]/[N:2]=[C:3](\Cl)/[C:4]1[CH:9]=[CH:8][CH:7]=[C:6]([F:10])[CH:5]=1.[C:12]([O:17][CH2:18][CH3:19])(=[O:16])[C:13]#[C:14][CH3:15].C(N(CC)CC)C. The catalyst is C(OCC)C. The product is [CH2:18]([O:17][C:12]([C:13]1[C:3]([C:4]2[CH:9]=[CH:8][CH:7]=[C:6]([F:10])[CH:5]=2)=[N:2][O:1][C:14]=1[CH3:15])=[O:16])[CH3:19]. The yield is 0.390. (6) The yield is 0.460. The product is [CH3:4][N:5]([CH2:1][C:9]1[C:10]2[C:11](=[N:12][CH:13]=[C:14](/[CH:16]=[CH:17]/[C:18]([O:20][C:21]([CH3:24])([CH3:23])[CH3:22])=[O:19])[CH:15]=2)[NH:7][CH:8]=1)[CH3:6]. The catalyst is C(O)(C)C. The reactants are [CH2:1]=O.Cl.[CH3:4][NH:5][CH3:6].[NH:7]1[C:11]2=[N:12][CH:13]=[C:14](/[CH:16]=[CH:17]/[C:18]([O:20][C:21]([CH3:24])([CH3:23])[CH3:22])=[O:19])[CH:15]=[C:10]2[CH:9]=[CH:8]1. (7) The reactants are [O-]P([O-])([O-])=O.[K+].[K+].[K+].CC(C1C=C(C(C)C)C(C2C=CC=CC=2P(C2CCCCC2)C2CCCCC2)=C(C(C)C)C=1)C.CC1(C)C(C)(C)OB([C:51]2[NH:59][C:58]3[CH2:57][CH2:56][NH:55][C:54](=[O:60])[C:53]=3[CH:52]=2)O1.Br[C:63]1[CH:64]=[CH:65][CH:66]=[C:67]2[C:72]=1[N:71]=[C:70]([NH:73][CH:74]([CH3:76])[CH3:75])[N:69]([C:77]1[CH:82]=[CH:81][CH:80]=[CH:79][CH:78]=1)[C:68]2=[O:83]. The catalyst is O1CCOCC1.O.C1C=CC(/C=C/C(/C=C/C2C=CC=CC=2)=O)=CC=1.C1C=CC(/C=C/C(/C=C/C2C=CC=CC=2)=O)=CC=1.C1C=CC(/C=C/C(/C=C/C2C=CC=CC=2)=O)=CC=1.[Pd].[Pd]. The product is [CH:74]([NH:73][C:70]1[N:69]([C:77]2[CH:78]=[CH:79][CH:80]=[CH:81][CH:82]=2)[C:68](=[O:83])[C:67]2[C:72](=[C:63]([C:51]3[NH:59][C:58]4[CH2:57][CH2:56][NH:55][C:54](=[O:60])[C:53]=4[CH:52]=3)[CH:64]=[CH:65][CH:66]=2)[N:71]=1)([CH3:76])[CH3:75]. The yield is 0.437.